This data is from Catalyst prediction with 721,799 reactions and 888 catalyst types from USPTO. The task is: Predict which catalyst facilitates the given reaction. Reactant: [CH2:1]([N:8]1[C:16]2[C:11](=[CH:12][CH:13]=[C:14]([C:17]3[CH:26]=[CH:25][C:20]([O:21][CH2:22][C:23]#[N:24])=[CH:19][CH:18]=3)[CH:15]=2)[C:10]([CH3:27])=[C:9]1[C:28]1[CH:33]=[CH:32][CH:31]=[CH:30][CH:29]=1)[C:2]1[CH:7]=[CH:6][CH:5]=[CH:4][CH:3]=1.[N-:34]=[N+:35]=[N-:36].[Na+].[NH4+].[Cl-]. Product: [CH2:1]([N:8]1[C:16]2[C:11](=[CH:12][CH:13]=[C:14]([C:17]3[CH:26]=[CH:25][C:20]([O:21][CH2:22][C:23]4[NH:36][N:35]=[N:34][N:24]=4)=[CH:19][CH:18]=3)[CH:15]=2)[C:10]([CH3:27])=[C:9]1[C:28]1[CH:33]=[CH:32][CH:31]=[CH:30][CH:29]=1)[C:2]1[CH:3]=[CH:4][CH:5]=[CH:6][CH:7]=1. The catalyst class is: 3.